The task is: Binary Classification. Given a drug SMILES string, predict its activity (active/inactive) in a high-throughput screening assay against a specified biological target.. This data is from Choline transporter screen with 302,306 compounds. (1) The molecule is Clc1c(OCC(=O)NC(=O)c2c(OC)cccc2)cc(Cl)cc1. The result is 0 (inactive). (2) The drug is O(c1ccc(CNC(=O)c2c([N+]([O-])=O)cccc2)cc1)C. The result is 0 (inactive). (3) The drug is Brc1ccc(NC(=O)c2c(Cl)cc([N+]([O-])=O)cc2)nc1. The result is 0 (inactive). (4) The compound is O(c1c(N2CCN(\N=C\c3cc(O)ccc3)CC2)cccc1)C. The result is 0 (inactive). (5) The compound is BrC1=C(NCCCC)CC(CC1=O)(C)C. The result is 0 (inactive).